From a dataset of M1 muscarinic receptor antagonist screen with 61,756 compounds. Binary Classification. Given a drug SMILES string, predict its activity (active/inactive) in a high-throughput screening assay against a specified biological target. (1) The drug is s1c(NC(=O)c2cc3c(C(=O)N(C3=O)Cc3occc3)cc2)ncc1C. The result is 0 (inactive). (2) The drug is O(C(=O)C1CCN(CC1)C(=O)COC(=O)c1n[nH]c2c1cccc2)C. The result is 0 (inactive). (3) The result is 0 (inactive). The drug is S(=O)(=O)(N1CC(OC(C1)C)C)c1ccc(NC(=O)CCN2C(=O)c3c(C2=O)cccc3)cc1. (4) The molecule is S=c1n(C2CC(OCC2)(C)C)c(=O)c2c([nH]1)cccc2. The result is 0 (inactive). (5) The result is 0 (inactive). The compound is O(c1c(NC(=O)c2[nH]c(c(c2C)C(=O)C)C)cc(OCC)cc1)CC. (6) The compound is O1C(CCC1)CNC(=O)CCCOc1ccccc1. The result is 0 (inactive). (7) The drug is O=C(Nc1ccc(cc1)CC)C1C(CC=CC1)C(O)=O. The result is 0 (inactive). (8) The compound is S(=O)(=O)(Nc1ccc(NC(=O)CN2CCCCC2)cc1)c1ccc(cc1)C. The result is 0 (inactive).